This data is from Forward reaction prediction with 1.9M reactions from USPTO patents (1976-2016). The task is: Predict the product of the given reaction. (1) Given the reactants O[C@@H]1[N:8]([C:9]([O:11][CH2:12][CH:13]=[CH2:14])=[O:10])[C:7]2[CH:15]=C(O[Si](C(C)C)(C(C)C)C(C)C)C(OC)=[CH:18][C:6]=2[C:5](=O)N2C=C(C)C[C@@H]12.[OH:37][N:38]1[C:42](=[O:43])[CH2:41][CH2:40][C:39]1=[O:44].C1(N=C=NC2CCCCC2)CCCCC1.C1C[O:63]CC1, predict the reaction product. The product is: [CH2:12]([O:11][C:9]([NH:8][C@@H:7]([CH:6]([CH3:18])[CH3:5])[C:15]([O:37][N:38]1[C:42](=[O:43])[CH2:41][CH2:40][C:39]1=[O:44])=[O:63])=[O:10])[CH:13]=[CH2:14]. (2) Given the reactants [CH3:1][CH2:2][C:3]1[CH:4]=[CH:5][C:6]([CH2:9][CH2:10][O:11][C:12]2[CH:13]=[CH:14][C:15]([CH2:18][CH:19]3[S:25][C:23](=[O:24])[NH:22][C:20]3=[O:21])=[CH:16][CH:17]=2)=[N:7][CH:8]=1.Cl, predict the reaction product. The product is: [CH3:1][CH2:2][C:3]1[CH:4]=[CH:5][C:6]([CH2:9][CH2:10][O:11][C:12]2[CH:13]=[CH:14][C:15]([CH2:18][CH:19]3[S:25][C:23](=[O:24])[NH:22][C:20]3=[O:21])=[CH:16][CH:17]=2)=[N:7][CH:8]=1. (3) Given the reactants C1(P(C2C=CC=CC=2)C2C=CC=CC=2)C=CC=CC=1.N1C=CN=C1.[I:25]I.O[CH2:28][CH2:29][S:30][C:31]1[CH:36]=[CH:35][C:34]([N+:37]([O-:39])=[O:38])=[CH:33][C:32]=1[NH:40][CH:41]1[CH2:46][CH2:45][N:44]([C:47]([O:49][C:50]([CH3:53])([CH3:52])[CH3:51])=[O:48])[CH2:43][CH2:42]1, predict the reaction product. The product is: [I:25][CH2:28][CH2:29][S:30][C:31]1[CH:36]=[CH:35][C:34]([N+:37]([O-:39])=[O:38])=[CH:33][C:32]=1[NH:40][CH:41]1[CH2:46][CH2:45][N:44]([C:47]([O:49][C:50]([CH3:53])([CH3:52])[CH3:51])=[O:48])[CH2:43][CH2:42]1.